From a dataset of Catalyst prediction with 721,799 reactions and 888 catalyst types from USPTO. Predict which catalyst facilitates the given reaction. Reactant: Cl.FC1C=C(C=CC=1)CN1C=C(C2C3C(=NC=C(C4C=CC(C5CCNCC5)=CC=4)C=3)N(S(C3C=CC(C)=CC=3)(=O)=O)C=2)C=N1.[F:46][C:47]1[CH:48]=[C:49]([CH:90]=[CH:91][CH:92]=1)[CH2:50][N:51]1[CH:55]=[C:54]([C:56]2[C:64]3[C:59](=[N:60][CH:61]=[C:62]([C:65]4[CH:70]=[CH:69][C:68]([N:71]5[CH2:76][CH2:75][N:74]([CH2:77][CH2:78][OH:79])[CH2:73][CH2:72]5)=[CH:67][CH:66]=4)[CH:63]=3)[N:58](S(C3C=CC(C)=CC=3)(=O)=O)[CH:57]=2)[CH:53]=[N:52]1.[OH-].[Li+]. Product: [F:46][C:47]1[CH:48]=[C:49]([CH:90]=[CH:91][CH:92]=1)[CH2:50][N:51]1[CH:55]=[C:54]([C:56]2[C:64]3[C:59](=[N:60][CH:61]=[C:62]([C:65]4[CH:66]=[CH:67][C:68]([N:71]5[CH2:72][CH2:73][N:74]([CH2:77][CH2:78][OH:79])[CH2:75][CH2:76]5)=[CH:69][CH:70]=4)[CH:63]=3)[NH:58][CH:57]=2)[CH:53]=[N:52]1. The catalyst class is: 87.